Dataset: Forward reaction prediction with 1.9M reactions from USPTO patents (1976-2016). Task: Predict the product of the given reaction. (1) Given the reactants [C:1]([OH:20])(=[O:19])[CH2:2][CH2:3][CH2:4][CH2:5][CH2:6][CH2:7][CH2:8][CH2:9][CH2:10][CH2:11][CH2:12][CH2:13][CH2:14][CH2:15][CH:16]([CH3:18])[CH3:17].[CH3:21][CH2:22][CH2:23][CH2:24][CH2:25][CH2:26][CH2:27][CH2:28][CH2:29][CH2:30][CH2:31][CH2:32][CH2:33][CH2:34][O:35][C:36]1[O:40][C:39]([C:41]([OH:43])=[O:42])=[CH:38][CH:37]=1.[C:44]([OH:47])(=[O:46])[CH3:45], predict the reaction product. The product is: [C:1]([OH:20])(=[O:19])[CH2:2][CH2:3][CH2:4][CH2:5][CH2:6][CH2:7][CH2:8][CH2:9][CH2:10][CH2:11][CH2:12][CH2:13][CH2:14][CH2:15][CH:16]([CH3:17])[CH3:18].[CH3:21][CH2:22][CH2:23][CH2:24][CH2:25][CH2:26][CH2:27][CH2:28][CH2:29][CH2:30][CH2:31][CH2:32][CH2:33][CH2:34][O:35][C:36]1[O:40][C:39]([C:41]([OH:43])=[O:42])=[CH:38][CH:37]=1.[C:44]([O-:47])(=[O:46])[CH3:45]. (2) Given the reactants Cl[CH:2]([C:8]1[CH:13]=[CH:12][CH:11]=[CH:10][CH:9]=1)[C:3]1[O:4][CH:5]=[CH:6][N:7]=1.[CH3:14][C:15]1[CH:20]=[C:19]([N+:21]([O-:23])=[O:22])[CH:18]=[CH:17][C:16]=1[N:24]1[CH2:29][CH2:28][NH:27][CH2:26][CH2:25]1.C([O-])([O-])=O.[Cs+].[Cs+].CC(C)=O.C(Cl)Cl, predict the reaction product. The product is: [CH3:14][C:15]1[CH:20]=[C:19]([N+:21]([O-:23])=[O:22])[CH:18]=[CH:17][C:16]=1[N:24]1[CH2:29][CH2:28][N:27]([CH:2]([C:3]2[O:4][CH:5]=[CH:6][N:7]=2)[C:8]2[CH:13]=[CH:12][CH:11]=[CH:10][CH:9]=2)[CH2:26][CH2:25]1. (3) Given the reactants [C:1]([O:4][C:5]1[CH:22]=[CH:21][C:20]2[C@@H:19]3[C@H:10]([C@H:11]4[C@@:15]([CH2:17][CH2:18]3)([CH3:16])[C@@H:14]([O:23][C:24](=[O:26])[CH3:25])[CH2:13][CH2:12]4)[CH2:9][CH2:8][C:7]=2[CH:6]=1)(=[O:3])[CH3:2].C(O)(=[O:29])C, predict the reaction product. The product is: [C:1]([O:4][C:5]1[CH:22]=[CH:21][C:20]2[C@@H:19]3[C@H:10]([C@H:11]4[C@@:15]([CH2:17][CH2:18]3)([CH3:16])[C@@H:14]([O:23][C:24](=[O:26])[CH3:25])[CH2:13][CH2:12]4)[CH2:9][C:8](=[O:29])[C:7]=2[CH:6]=1)(=[O:3])[CH3:2]. (4) Given the reactants [NH2:1][C:2]1[N:7]=[C:6]([NH2:8])[C:5]([CH2:9][C:10]2[CH:23]=[C:22]([O:24][CH3:25])[C:13]([O:14][CH2:15][CH2:16][CH2:17][CH2:18][C:19](O)=[O:20])=[C:12]([O:26][CH3:27])[CH:11]=2)=[CH:4][N:3]=1.C(Cl)CCl.C1C=CC2N(O)N=NC=2C=1.[C:42]12([CH2:52][C:53]([O:55][CH2:56][CH2:57][O:58][CH2:59][CH2:60][NH2:61])=[O:54])[CH2:51][CH:46]3[CH2:47][CH:48]([CH2:50][CH:44]([CH2:45]3)[CH2:43]1)[CH2:49]2.CCN(CC)CC, predict the reaction product. The product is: [C:42]12([CH2:52][C:53]([O:55][CH2:56][CH2:57][O:58][CH2:59][CH2:60][NH:61][C:19](=[O:20])[CH2:18][CH2:17][CH2:16][CH2:15][O:14][C:13]3[C:22]([O:24][CH3:25])=[CH:23][C:10]([CH2:9][C:5]4[C:6]([NH2:8])=[N:7][C:2]([NH2:1])=[N:3][CH:4]=4)=[CH:11][C:12]=3[O:26][CH3:27])=[O:54])[CH2:49][CH:48]3[CH2:47][CH:46]([CH2:45][CH:44]([CH2:50]3)[CH2:43]1)[CH2:51]2. (5) Given the reactants [CH3:1][O:2][C:3]1[CH:12]=[C:11]2[C:6]([CH2:7][CH2:8][CH:9]=[C:10]2[C:13]2[NH:14][CH:15]=[C:16](COCC[Si](C)(C)C)[N:17]=2)=[CH:5][C:4]=1[CH3:26].Cl.[F-].C([N+](CCCC)(CCCC)CCCC)CCC, predict the reaction product. The product is: [NH:14]1[CH:15]=[CH:16][N:17]=[C:13]1[C:10]1[C:11]2[C:6](=[CH:5][C:4]([CH3:26])=[C:3]([O:2][CH3:1])[CH:12]=2)[CH2:7][CH2:8][CH:9]=1. (6) Given the reactants [Cl:1][C:2]1[CH:7]=[CH:6][CH:5]=[CH:4][C:3]=1[CH:8]([C:20]1[CH:35]=[CH:34][C:23]([C:24]([NH:26][C@H:27]2[CH2:32][CH2:31][C@H:30]([OH:33])[CH2:29][CH2:28]2)=[O:25])=[C:22]([F:36])[CH:21]=1)[CH2:9][C:10]([C:12]1[CH:17]=[CH:16][C:15](=[O:18])[N:14]([CH3:19])[CH:13]=1)=O.Cl.[NH2:38][OH:39].C([O-])(O)=O.[Na+], predict the reaction product. The product is: [Cl:1][C:2]1[CH:7]=[CH:6][CH:5]=[CH:4][C:3]=1[CH:8]([C:20]1[CH:35]=[CH:34][C:23]([C:24]([NH:26][C@H:27]2[CH2:28][CH2:29][C@H:30]([OH:33])[CH2:31][CH2:32]2)=[O:25])=[C:22]([F:36])[CH:21]=1)[CH2:9]/[C:10](=[N:38]\[OH:39])/[C:12]1[CH:17]=[CH:16][C:15](=[O:18])[N:14]([CH3:19])[CH:13]=1. (7) Given the reactants [N+](C1C=NSC=1OC1CCN(C(OC(C)(C)C)=O)CC1)([O-])=O.[N+:23]([C:26]1[CH:27]=[N:28][S:29][C:30]=1[N:31]1[CH2:36][CH2:35][O:34][CH2:33][CH2:32]1)([O-])=O, predict the reaction product. The product is: [O:34]1[CH2:35][CH2:36][N:31]([C:30]2[S:29][N:28]=[CH:27][C:26]=2[NH2:23])[CH2:32][CH2:33]1. (8) Given the reactants [NH2:1][C:2]1[CH:7]=[CH:6][CH:5]=[CH:4][CH:3]=1.C[Al](C)C.[Si:12]([O:29][C@@H:30]1[CH2:34][CH2:33][O:32][C:31]1=[O:35])([C:25]([CH3:28])([CH3:27])[CH3:26])([C:19]1[CH:24]=[CH:23][CH:22]=[CH:21][CH:20]=1)[C:13]1[CH:18]=[CH:17][CH:16]=[CH:15][CH:14]=1.C(O)(=O)C(C(C(O)=O)O)O.[K].[Na], predict the reaction product. The product is: [Si:12]([O:29][C@H:30]([CH2:34][CH2:33][OH:32])[C:31]([NH:1][C:2]1[CH:7]=[CH:6][CH:5]=[CH:4][CH:3]=1)=[O:35])([C:25]([CH3:28])([CH3:27])[CH3:26])([C:19]1[CH:24]=[CH:23][CH:22]=[CH:21][CH:20]=1)[C:13]1[CH:14]=[CH:15][CH:16]=[CH:17][CH:18]=1. (9) Given the reactants [N:1]([CH2:4][CH:5]([OH:35])[CH2:6][N:7]1[C:12]2[N:13]=[C:14]([NH:17][CH2:18][CH3:19])[N:15]=[CH:16][C:11]=2[CH:10]=[C:9]([C:20]2[CH:25]=[CH:24][C:23]([C:26]3[CH:31]=[N:30][CH:29]=[C:28]([CH3:32])[N:27]=3)=[CH:22][C:21]=2[Cl:33])[C:8]1=[O:34])=[N+]=[N-].Cl.C(CCP(CCC(O)=O)CCC(O)=O)(O)=O.O.C([O-])(O)=O.[Na+], predict the reaction product. The product is: [NH2:1][CH2:4][CH:5]([OH:35])[CH2:6][N:7]1[C:12]2[N:13]=[C:14]([NH:17][CH2:18][CH3:19])[N:15]=[CH:16][C:11]=2[CH:10]=[C:9]([C:20]2[CH:25]=[CH:24][C:23]([C:26]3[CH:31]=[N:30][CH:29]=[C:28]([CH3:32])[N:27]=3)=[CH:22][C:21]=2[Cl:33])[C:8]1=[O:34].